The task is: Predict the reaction yield, written as a fraction of the theoretical maximum amount of product (1.0 means a 100% yield; for example, 0.34 means a 34% yield).. This data is from Reaction yield outcomes from USPTO patents with 853,638 reactions. (1) The reactants are FC(F)(F)S([O-])(=O)=O.[Br:9][C:10]1[CH:11]=[C:12]2[C:17](=[CH:18][CH:19]=1)[CH:16]=[N+:15]([CH3:20])[CH:14]=[CH:13]2.CC1C(Br)=C(O)C(Br)=CC=1C1(C2C=C(Br)C(O)=C(Br)C=2C)OS(=O)(=O)C2C=CC=CC1=2.[BH4-].[Na+].Cl.[OH-].[Na+]. The catalyst is CO.C(O)(=O)C.O. The product is [Br:9][C:10]1[CH:11]=[C:12]2[C:17](=[CH:18][CH:19]=1)[CH2:16][N:15]([CH3:20])[CH2:14][CH2:13]2. The yield is 0.990. (2) The reactants are [Br:1][CH2:2][CH2:3][O:4][C:5]1[CH:34]=[CH:33][C:8]([CH2:9][NH:10][C:11]2[N:16]=[C:15]([O:17][CH2:18][C:19]([F:22])([F:21])[F:20])[N:14]=[C:13]([NH:23][C:24]3[CH:32]=[CH:31][C:27]([C:28](O)=[O:29])=[CH:26][CH:25]=3)[N:12]=2)=[CH:7][CH:6]=1.[NH2:35][CH2:36][CH2:37][CH2:38][CH2:39][NH:40][C:41](=[O:47])[O:42][C:43]([CH3:46])([CH3:45])[CH3:44].CN(C(ON1N=NC2C=CC=NC1=2)=[N+](C)C)C.F[P-](F)(F)(F)(F)F. The catalyst is C(Cl)Cl. The product is [Br:1][CH2:2][CH2:3][O:4][C:5]1[CH:6]=[CH:7][C:8]([CH2:9][NH:10][C:11]2[N:16]=[C:15]([O:17][CH2:18][C:19]([F:22])([F:21])[F:20])[N:14]=[C:13]([NH:23][C:24]3[CH:25]=[CH:26][C:27]([C:28]([NH:35][CH2:36][CH2:37][CH2:38][CH2:39][NH:40][C:41](=[O:47])[O:42][C:43]([CH3:44])([CH3:46])[CH3:45])=[O:29])=[CH:31][CH:32]=3)[N:12]=2)=[CH:33][CH:34]=1. The yield is 0.870.